From a dataset of Forward reaction prediction with 1.9M reactions from USPTO patents (1976-2016). Predict the product of the given reaction. (1) The product is: [C:23]([C:20]([C:16]1[CH:15]=[C:14]([CH:19]=[CH:18][CH:17]=1)[C:13]([NH:12][C:7]1[CH:8]=[CH:9][C:10]([CH3:11])=[C:5]([C:3](=[O:4])[CH2:2][S:54][C:41]([C:35]2[CH:40]=[CH:39][CH:38]=[CH:37][CH:36]=2)([C:48]2[CH:49]=[CH:50][CH:51]=[CH:52][CH:53]=2)[C:42]2[CH:43]=[CH:44][CH:45]=[CH:46][CH:47]=2)[CH:6]=1)=[O:25])([CH3:22])[CH3:21])#[N:24]. Given the reactants Br[CH2:2][C:3]([C:5]1[CH:6]=[C:7]([NH:12][C:13](=[O:25])[C:14]2[CH:19]=[CH:18][CH:17]=[C:16]([C:20]([C:23]#[N:24])([CH3:22])[CH3:21])[CH:15]=2)[CH:8]=[CH:9][C:10]=1[CH3:11])=[O:4].CCN(C(C)C)C(C)C.[C:35]1([C:41]([SH:54])([C:48]2[CH:53]=[CH:52][CH:51]=[CH:50][CH:49]=2)[C:42]2[CH:47]=[CH:46][CH:45]=[CH:44][CH:43]=2)[CH:40]=[CH:39][CH:38]=[CH:37][CH:36]=1, predict the reaction product. (2) The product is: [CH:6]1([C:9]2[C:18]([CH:19]3[CH2:21][CH2:20]3)=[CH:17][C:12]([CH2:13][OH:14])=[C:11]([O:22][CH2:23][CH3:24])[CH:10]=2)[CH2:7][CH2:8]1. Given the reactants C1COCC1.[CH:6]1([C:9]2[C:18]([CH:19]3[CH2:21][CH2:20]3)=[CH:17][C:12]([C:13](OC)=[O:14])=[C:11]([O:22][CH2:23][CH3:24])[CH:10]=2)[CH2:8][CH2:7]1.[H-].[Al+3].[Li+].[H-].[H-].[H-].[OH-].[Na+], predict the reaction product. (3) Given the reactants [NH2:1][C:2]1[N:7]=[CH:6][N:5]=[C:4]2[N:8]([C@H:30]3[CH2:35][CH2:34][C@H:33]([N:36]4[CH2:41][CH2:40][N:39]([CH3:42])[CH2:38][CH2:37]4)[CH2:32][CH2:31]3)[N:9]=[C:10]([C:11]3[CH:16]=[CH:15][C:14]([NH:17][C:18](=[O:27])[CH2:19][CH2:20][C:21]4[CH:26]=[CH:25][CH:24]=[CH:23][CH:22]=4)=[C:13]([O:28][CH3:29])[CH:12]=3)[C:3]=12.[C:43]([OH:50])(=[O:49])/[CH:44]=[CH:45]\[C:46]([OH:48])=[O:47], predict the reaction product. The product is: [C:43]([OH:50])(=[O:49])/[CH:44]=[CH:45]\[C:46]([OH:48])=[O:47].[C:43]([OH:50])(=[O:49])/[CH:44]=[CH:45]\[C:46]([OH:48])=[O:47].[C:43]([OH:50])(=[O:49])/[CH:44]=[CH:45]\[C:46]([OH:48])=[O:47].[NH2:1][C:2]1[N:7]=[CH:6][N:5]=[C:4]2[N:8]([C@H:30]3[CH2:31][CH2:32][C@H:33]([N:36]4[CH2:37][CH2:38][N:39]([CH3:42])[CH2:40][CH2:41]4)[CH2:34][CH2:35]3)[N:9]=[C:10]([C:11]3[CH:16]=[CH:15][C:14]([NH:17][C:18](=[O:27])[CH2:19][CH2:20][C:21]4[CH:22]=[CH:23][CH:24]=[CH:25][CH:26]=4)=[C:13]([O:28][CH3:29])[CH:12]=3)[C:3]=12. (4) Given the reactants Cl.[NH2:2][CH2:3][CH:4]([C:6]1[C:15]2[C:10](=[CH:11][CH:12]=[C:13]([O:16][CH3:17])[CH:14]=2)[CH:9]=[CH:8][CH:7]=1)[OH:5].C(=O)([O-])[O-].[K+].[K+].[C:24](Cl)(=[O:26])[CH3:25], predict the reaction product. The product is: [OH:5][CH:4]([C:6]1[C:15]2[C:10](=[CH:11][CH:12]=[C:13]([O:16][CH3:17])[CH:14]=2)[CH:9]=[CH:8][CH:7]=1)[CH2:3][NH:2][C:24](=[O:26])[CH3:25]. (5) Given the reactants [OH-].[K+].[CH3:3][O:4][C:5]1[CH:6]=[CH:7][C:8]2[N:9]([N:11]=[C:12]([C:25]3[CH:30]=[CH:29][CH:28]=[CH:27][CH:26]=3)[C:13]=2[CH2:14][C:15]2[N:20]=[C:19]([C:21]([O:23]C)=[O:22])[CH:18]=[CH:17][CH:16]=2)[CH:10]=1.Cl, predict the reaction product. The product is: [CH3:3][O:4][C:5]1[CH:6]=[CH:7][C:8]2[N:9]([N:11]=[C:12]([C:25]3[CH:30]=[CH:29][CH:28]=[CH:27][CH:26]=3)[C:13]=2[CH2:14][C:15]2[N:20]=[C:19]([C:21]([OH:23])=[O:22])[CH:18]=[CH:17][CH:16]=2)[CH:10]=1. (6) Given the reactants [C:1]([O:5][C:6](=[O:27])[NH:7][C@@H:8]1[C:13](=[O:14])[C@H:12]([CH2:15][C:16]2[CH:21]=[CH:20][C:19]([O:22][CH3:23])=[C:18]([Br:24])[CH:17]=2)[CH2:11][S:10](=[O:26])(=[O:25])[CH2:9]1)([CH3:4])([CH3:3])[CH3:2].[H-].[H-].[H-].[H-].[Li+].[Al+3], predict the reaction product. The product is: [C:1]([O:5][C:6](=[O:27])[NH:7][C@@H:8]1[C@@H:13]([OH:14])[C@H:12]([CH2:15][C:16]2[CH:21]=[CH:20][C:19]([O:22][CH3:23])=[C:18]([Br:24])[CH:17]=2)[CH2:11][S:10](=[O:26])(=[O:25])[CH2:9]1)([CH3:4])([CH3:2])[CH3:3]. (7) Given the reactants Cl.[Cl:2][CH2:3][C:4]1([C:8]([O:10][CH2:11][CH3:12])=[O:9])[CH2:7][NH:6][CH2:5]1.C(N(CC)CC)C.[C:20](O[C:20]([O:22][C:23]([CH3:26])([CH3:25])[CH3:24])=[O:21])([O:22][C:23]([CH3:26])([CH3:25])[CH3:24])=[O:21], predict the reaction product. The product is: [Cl:2][CH2:3][C:4]1([C:8]([O:10][CH2:11][CH3:12])=[O:9])[CH2:7][N:6]([C:20]([O:22][C:23]([CH3:26])([CH3:25])[CH3:24])=[O:21])[CH2:5]1. (8) The product is: [CH2:15]([O:1][C:2]1[CH:9]=[CH:8][C:5]([CH:6]=[O:7])=[CH:4][CH:3]=1)[CH2:14][CH2:13][CH2:12][C:11]#[CH:10]. Given the reactants [OH:1][C:2]1[CH:9]=[CH:8][C:5]([CH:6]=[O:7])=[CH:4][CH:3]=1.[CH2:10](O)[CH2:11][CH2:12][CH2:13][C:14]#[CH:15].C1(P(C2C=CC=CC=2)C2C=CC=CC=2)C=CC=CC=1.CC(OC(/N=N/C(OC(C)C)=O)=O)C, predict the reaction product.